Dataset: Reaction yield outcomes from USPTO patents with 853,638 reactions. Task: Predict the reaction yield, written as a fraction of the theoretical maximum amount of product (1.0 means a 100% yield; for example, 0.34 means a 34% yield). (1) The catalyst is O1CCCC1.C(OCC)(=O)C. The yield is 0.680. The product is [C:37]([O:36][C:34]([N:26]([C:27]([O:29][C:30]([CH3:33])([CH3:32])[CH3:31])=[O:28])[C:7]1[N:6]=[C:5]([CH2:3][OH:2])[CH:10]=[C:9]([N:11]([C:19]([O:21][C:22]([CH3:25])([CH3:24])[CH3:23])=[O:20])[C:12]([O:14][C:15]([CH3:17])([CH3:18])[CH3:16])=[O:13])[N:8]=1)=[O:35])([CH3:38])([CH3:39])[CH3:40]. The reactants are C[O:2][C:3]([C:5]1[CH:10]=[C:9]([N:11]([C:19]([O:21][C:22]([CH3:25])([CH3:24])[CH3:23])=[O:20])[C:12]([O:14][C:15]([CH3:18])([CH3:17])[CH3:16])=[O:13])[N:8]=[C:7]([N:26]([C:34]([O:36][C:37]([CH3:40])([CH3:39])[CH3:38])=[O:35])[C:27]([O:29][C:30]([CH3:33])([CH3:32])[CH3:31])=[O:28])[N:6]=1)=O.[C:37]([O:36][C:34]([N:26]([C:27]([O:29][C:30]([CH3:33])([CH3:32])[CH3:31])=[O:28])[C:7]1[N:6]=[C:5]([CH2:3][OH:2])[CH:10]=[C:9]([N:11]([C:19]([O:21][C:22]([CH3:25])([CH3:24])[CH3:23])=[O:20])[C:12]([O:14][C:15]([CH3:16])([CH3:17])[CH3:18])=[O:13])[N:8]=1)=[O:35])([CH3:40])([CH3:39])[CH3:38].O.[BH4-].[Na+]. (2) The reactants are [S:1]1[C:9]2[C:4](=[N:5][CH:6]=[CH:7][CH:8]=2)[N:3]=[C:2]1[O:10][C:11]1[CH:18]=[CH:17][C:14]([CH:15]=O)=[CH:13][CH:12]=1.[NH:19]1[CH2:24][CH2:23][O:22][CH:21]([CH2:25][OH:26])[CH2:20]1.C(O[BH-](OC(=O)C)OC(=O)C)(=O)C.[Na+]. The catalyst is ClCCCl. The product is [S:1]1[C:9]2[C:4](=[N:5][CH:6]=[CH:7][CH:8]=2)[N:3]=[C:2]1[O:10][C:11]1[CH:18]=[CH:17][C:14]([CH2:15][N:19]2[CH2:24][CH2:23][O:22][CH:21]([CH2:25][OH:26])[CH2:20]2)=[CH:13][CH:12]=1. The yield is 0.560. (3) The reactants are C[Si]([N-][Si](C)(C)C)(C)C.[Na+].[C:11]([O:15][C:16]([N:18]([CH2:29][CH2:30][CH3:31])[NH:19][C:20]([C:22]1[CH:27]=[CH:26][N:25]=[CH:24][C:23]=1F)=[O:21])=[O:17])([CH3:14])([CH3:13])[CH3:12].[C:32]([O:37][CH2:38][CH3:39])(=[O:36])[C:33]#[C:34][CH3:35].O. The catalyst is C1(C)C=CC=CC=1.CN(C)C=O. The product is [CH2:38]([O:37][C:32]([C:33]1[C:23]2[C:22](=[CH:27][CH:26]=[N:25][CH:24]=2)[C:20](=[O:21])[N:19]([N:18]([C:16]([O:15][C:11]([CH3:14])([CH3:13])[CH3:12])=[O:17])[CH2:29][CH2:30][CH3:31])[C:34]=1[CH3:35])=[O:36])[CH3:39]. The yield is 0.210. (4) The reactants are [NH2:1][C:2]([C@H:4]1[CH2:8][CH2:7][C@@H:6]([C:9]2[CH:14]=[CH:13][C:12]([O:15][CH2:16][C:17]3[CH:22]=[CH:21][CH:20]=[CH:19][CH:18]=3)=[CH:11][CH:10]=2)[N:5]1C(OC(C)(C)C)=O)=[O:3].C([Cl:33])(=O)C. The catalyst is C(OCC)(=O)C.CO. The product is [ClH:33].[C:17]1([CH2:16][O:15][C:12]2[CH:13]=[CH:14][C:9]([C@H:6]3[NH:5][C@@H:4]([C:2]([NH2:1])=[O:3])[CH2:8][CH2:7]3)=[CH:10][CH:11]=2)[CH:18]=[CH:19][CH:20]=[CH:21][CH:22]=1. The yield is 0.850. (5) The yield is 0.425. The reactants are [Cl:1][C:2]1[CH:7]=[C:6]([CH2:8][CH2:9][C:10](=O)[CH3:11])[C:5]([C:13]#[N:14])=[CH:4][C:3]=1[NH:15][C:16]1[N:21]=[C:20]([N:22]([CH:32]2[CH2:34][CH2:33]2)CC2C=CC(OC)=CC=2)[C:19]2=[N:35][CH:36]=[C:37]([C:38]#[N:39])[N:18]2[N:17]=1.[NH:40]1[CH2:45][CH2:44][O:43][CH2:42][CH2:41]1.C(OC)(OC)OC.C([BH3-])#N.[Na+]. The catalyst is C1COCC1.CO.CCOC(C)=O. The product is [Cl:1][C:2]1[CH:7]=[C:6]([CH2:8][CH2:9][CH:10]([N:40]2[CH2:45][CH2:44][O:43][CH2:42][CH2:41]2)[CH3:11])[C:5]([C:13]#[N:14])=[CH:4][C:3]=1[NH:15][C:16]1[N:21]=[C:20]([NH:22][CH:32]2[CH2:34][CH2:33]2)[C:19]2=[N:35][CH:36]=[C:37]([C:38]#[N:39])[N:18]2[N:17]=1. (6) The reactants are [NH2:1][C:2]1[C:3]([C:8]([OH:10])=O)=[N:4][CH:5]=[N:6][CH:7]=1.[NH2:11][CH2:12][C:13]([CH3:16])([OH:15])[CH3:14].C(N(C(C)C)C(C)C)C.CCCP1(OP(CCC)(=O)OP(CCC)(=O)O1)=O. The catalyst is C1COCC1. The product is [OH:15][C:13]([CH3:16])([CH3:14])[CH2:12][NH:11][C:8]([C:3]1[C:2]([NH2:1])=[CH:7][N:6]=[CH:5][N:4]=1)=[O:10]. The yield is 0.720.